This data is from Forward reaction prediction with 1.9M reactions from USPTO patents (1976-2016). The task is: Predict the product of the given reaction. (1) Given the reactants S(Cl)([Cl:3])=O.CN(C)C=O.[Cl:10][C:11]1[CH:19]=[C:18]([N:20]2[CH:24]=[CH:23][CH:22]=[N:21]2)[CH:17]=[CH:16][C:12]=1[C:13](O)=[O:14], predict the reaction product. The product is: [Cl:10][C:11]1[CH:19]=[C:18]([N:20]2[CH:24]=[CH:23][CH:22]=[N:21]2)[CH:17]=[CH:16][C:12]=1[C:13]([Cl:3])=[O:14]. (2) Given the reactants [CH3:1][O:2][C:3](=[O:34])[CH2:4][CH2:5][CH2:6][CH2:7][CH2:8][O:9][C:10]1[C:11]([NH2:33])=[CH:12][C:13]2[N:17]=[C:16]([C:18]3[CH:23]=[CH:22][CH:21]=[CH:20][CH:19]=3)[N:15]([C:24]3[CH:29]=[CH:28][C:27]([O:30][CH3:31])=[CH:26][CH:25]=3)[C:14]=2[CH:32]=1.[Cl:35][C:36]1[CH:41]=[CH:40][C:39]([S:42](Cl)(=[O:44])=[O:43])=[CH:38][CH:37]=1, predict the reaction product. The product is: [CH3:1][O:2][C:3](=[O:34])[CH2:4][CH2:5][CH2:6][CH2:7][CH2:8][O:9][C:10]1[C:11]([NH:33][S:42]([C:39]2[CH:40]=[CH:41][C:36]([Cl:35])=[CH:37][CH:38]=2)(=[O:44])=[O:43])=[CH:12][C:13]2[N:17]=[C:16]([C:18]3[CH:23]=[CH:22][CH:21]=[CH:20][CH:19]=3)[N:15]([C:24]3[CH:29]=[CH:28][C:27]([O:30][CH3:31])=[CH:26][CH:25]=3)[C:14]=2[CH:32]=1. (3) Given the reactants [NH+:1]1[C:10]2[C:5](=[CH:6][CH:7]=[CH:8][CH:9]=2)C=C[CH:2]=1.[Br-:11].[Br-].[CH3:13][O:14][C:15]1[CH:16]=[C:17]2[C:22](=[CH:23][CH:24]=1)[N+:21]([CH2:25][CH2:26][CH2:27][N+:28]([CH3:31])([CH3:30])[CH3:29])=[CH:20][CH:19]=[C:18]2[CH3:32].C(O[C:37](=[O:39])[CH3:38])(=O)C, predict the reaction product. The product is: [Br-:11].[Br-:11].[C:37]([N:1]([CH:2]=[CH:32][C:18]1[C:17]2[C:22](=[CH:23][CH:24]=[C:15]([O:14][CH3:13])[CH:16]=2)[N+:21]([CH2:25][CH2:26][CH2:27][N+:28]([CH3:29])([CH3:31])[CH3:30])=[CH:20][CH:19]=1)[C:10]1[CH:5]=[CH:6][CH:7]=[CH:8][CH:9]=1)(=[O:39])[CH3:38]. (4) Given the reactants [F:1][C:2]1[CH:8]=[CH:7][C:5](N)=[CH:4][C:3]=1[N+:9]([O-:11])=[O:10].N([O-])=O.[Na+].[I-:16].[K+].S([O-])([O-])=O.[Na+].[Na+], predict the reaction product. The product is: [F:1][C:2]1[CH:8]=[CH:7][C:5]([I:16])=[CH:4][C:3]=1[N+:9]([O-:11])=[O:10].